Dataset: Peptide-MHC class I binding affinity with 185,985 pairs from IEDB/IMGT. Task: Regression. Given a peptide amino acid sequence and an MHC pseudo amino acid sequence, predict their binding affinity value. This is MHC class I binding data. (1) The peptide sequence is GFKLRSAVM. The MHC is HLA-A02:03 with pseudo-sequence HLA-A02:03. The binding affinity (normalized) is 0.0847. (2) The peptide sequence is GHEDLMAAY. The MHC is HLA-A29:02 with pseudo-sequence HLA-A29:02. The binding affinity (normalized) is 0.673.